From a dataset of Experimentally validated miRNA-target interactions with 360,000+ pairs, plus equal number of negative samples. Binary Classification. Given a miRNA mature sequence and a target amino acid sequence, predict their likelihood of interaction. The miRNA is ath-miR398a-3p with sequence UGUGUUCUCAGGUCACCCCUU. The protein sequence of the target gene is MFAEIQIQDKDRMGTAGKVIKCKAAVLWEQKQPFSIEEIEVAPPKTKEVRIKILATGICRTDDHVIKGTMVSKFPVIVGHEATGIVESIGEGVTTVKPGDKVIPLFLPQCRECNACRNPDGNLCIRSDITGRGVLADGTTRFTCKGKPVHHFMNTSTFTEYTVVDESSVAKIDDAAPPEKVCLIGCGFSTGYGAAVKTGKVKPGSTCVVFGLGGVGLSVIMGCKSAGASRIIGIDLNKDKFEKAMAVGATECISPKDSTKPISEVLSEMTGNNVGYTFEVIGHLETMIDALASCHMNYGT.... Result: 0 (no interaction).